Dataset: Forward reaction prediction with 1.9M reactions from USPTO patents (1976-2016). Task: Predict the product of the given reaction. Given the reactants [CH3:1][NH:2][C:3]1[CH:8]=[CH:7][CH:6]=[CH:5][CH:4]=1.CS(O[C@@H:14]([C:19]1[CH:24]=[CH:23][CH:22]=[CH:21][CH:20]=1)[C:15]([O:17][CH3:18])=[O:16])(=O)=O.Cl, predict the reaction product. The product is: [CH3:18][O:17][C:15](=[O:16])[C@H:14]([N:2]([CH3:1])[C:3]1[CH:8]=[CH:7][CH:6]=[CH:5][CH:4]=1)[C:19]1[CH:24]=[CH:23][CH:22]=[CH:21][CH:20]=1.